Dataset: NCI-60 drug combinations with 297,098 pairs across 59 cell lines. Task: Regression. Given two drug SMILES strings and cell line genomic features, predict the synergy score measuring deviation from expected non-interaction effect. (1) Drug 1: CCC(=C(C1=CC=CC=C1)C2=CC=C(C=C2)OCCN(C)C)C3=CC=CC=C3.C(C(=O)O)C(CC(=O)O)(C(=O)O)O. Drug 2: CC1=C2C(C(=O)C3(C(CC4C(C3C(C(C2(C)C)(CC1OC(=O)C(C(C5=CC=CC=C5)NC(=O)OC(C)(C)C)O)O)OC(=O)C6=CC=CC=C6)(CO4)OC(=O)C)O)C)O. Cell line: SNB-19. Synergy scores: CSS=11.1, Synergy_ZIP=10.3, Synergy_Bliss=13.7, Synergy_Loewe=16.0, Synergy_HSA=16.1. (2) Drug 1: CC12CCC3C(C1CCC2=O)CC(=C)C4=CC(=O)C=CC34C. Drug 2: CS(=O)(=O)OCCCCOS(=O)(=O)C. Cell line: 786-0. Synergy scores: CSS=23.5, Synergy_ZIP=-2.41, Synergy_Bliss=-0.856, Synergy_Loewe=-1.41, Synergy_HSA=-1.04. (3) Drug 1: C1CN1C2=NC(=NC(=N2)N3CC3)N4CC4. Drug 2: CC1=C(N=C(N=C1N)C(CC(=O)N)NCC(C(=O)N)N)C(=O)NC(C(C2=CN=CN2)OC3C(C(C(C(O3)CO)O)O)OC4C(C(C(C(O4)CO)O)OC(=O)N)O)C(=O)NC(C)C(C(C)C(=O)NC(C(C)O)C(=O)NCCC5=NC(=CS5)C6=NC(=CS6)C(=O)NCCC[S+](C)C)O. Cell line: HT29. Synergy scores: CSS=17.2, Synergy_ZIP=-10.8, Synergy_Bliss=-1.01, Synergy_Loewe=-2.54, Synergy_HSA=-0.638. (4) Drug 1: CC1C(C(CC(O1)OC2CC(OC(C2O)C)OC3=CC4=CC5=C(C(=O)C(C(C5)C(C(=O)C(C(C)O)O)OC)OC6CC(C(C(O6)C)O)OC7CC(C(C(O7)C)O)OC8CC(C(C(O8)C)O)(C)O)C(=C4C(=C3C)O)O)O)O. Drug 2: CC1=C(C=C(C=C1)C(=O)NC2=CC(=CC(=C2)C(F)(F)F)N3C=C(N=C3)C)NC4=NC=CC(=N4)C5=CN=CC=C5. Cell line: NCI-H226. Synergy scores: CSS=29.7, Synergy_ZIP=-0.570, Synergy_Bliss=-1.21, Synergy_Loewe=-29.3, Synergy_HSA=-0.792. (5) Drug 1: CN(C(=O)NC(C=O)C(C(C(CO)O)O)O)N=O. Drug 2: C(CN)CNCCSP(=O)(O)O. Cell line: UACC-257. Synergy scores: CSS=0.581, Synergy_ZIP=-0.266, Synergy_Bliss=1.99, Synergy_Loewe=1.03, Synergy_HSA=1.38. (6) Drug 1: C1CC(C1)(C(=O)O)C(=O)O.[NH2-].[NH2-].[Pt+2]. Drug 2: C1CN(P(=O)(OC1)NCCCl)CCCl. Cell line: SN12C. Synergy scores: CSS=0.810, Synergy_ZIP=1.44, Synergy_Bliss=2.04, Synergy_Loewe=-0.798, Synergy_HSA=-0.430.